From a dataset of Forward reaction prediction with 1.9M reactions from USPTO patents (1976-2016). Predict the product of the given reaction. (1) Given the reactants [F:1][C:2]1[CH:7]=[C:6]([S:8]([CH3:11])(=[O:10])=[O:9])[CH:5]=[CH:4][C:3]=1[C:12]1[CH2:17][CH2:16][CH:15]([O:18][CH2:19][CH:20]2[CH2:25][CH2:24][N:23]([C:26]([O:28][C:29]([CH3:32])([CH3:31])[CH3:30])=[O:27])[CH2:22][CH2:21]2)[CH2:14][CH:13]=1, predict the reaction product. The product is: [F:1][C:2]1[CH:7]=[C:6]([S:8]([CH3:11])(=[O:10])=[O:9])[CH:5]=[CH:4][C:3]=1[CH:12]1[CH2:17][CH2:16][CH:15]([O:18][CH2:19][CH:20]2[CH2:25][CH2:24][N:23]([C:26]([O:28][C:29]([CH3:32])([CH3:31])[CH3:30])=[O:27])[CH2:22][CH2:21]2)[CH2:14][CH2:13]1. (2) Given the reactants [F:1][C:2]([F:13])([F:12])[CH2:3][CH2:4][CH:5]1[NH:9]C(=O)N[C:6]1=[O:11].[OH-:14].[Na+], predict the reaction product. The product is: [F:1][C:2]([F:13])([F:12])[CH2:3][CH2:4][C@@H:5]([C:6]([OH:14])=[O:11])[NH2:9]. (3) The product is: [Cl:1][C:2]1[C:3]([O:29][C:21]2[CH:20]=[C:19]([F:18])[C:24]3[B:25]([OH:28])[O:26][CH2:27][C:23]=3[CH:22]=2)=[N:4][C:5]([O:10][CH2:11][CH2:12][O:13][CH:14]([CH3:16])[CH3:15])=[C:6]([CH:9]=1)[C:7]#[N:8]. Given the reactants [Cl:1][C:2]1[C:3](Cl)=[N:4][C:5]([O:10][CH2:11][CH2:12][O:13][CH:14]([CH3:16])[CH3:15])=[C:6]([CH:9]=1)[C:7]#[N:8].[F:18][C:19]1[C:24]2[B:25]([OH:28])[O:26][CH2:27][C:23]=2[CH:22]=[C:21]([OH:29])[CH:20]=1, predict the reaction product. (4) Given the reactants FC(F)(F)S(O[C:7]1[CH2:12][CH2:11][CH:10]([N:13]2[C@@H:17]([C:18]3[CH:23]=[CH:22][CH:21]=[CH:20][CH:19]=3)[C:16]([CH3:25])([CH3:24])[O:15][C:14]2=[O:26])[CH2:9][CH:8]=1)(=O)=O.[B:29]1([B:29]2[O:33][C:32]([CH3:35])([CH3:34])[C:31]([CH3:37])([CH3:36])[O:30]2)[O:33][C:32]([CH3:35])([CH3:34])[C:31]([CH3:37])([CH3:36])[O:30]1.C([O-])(=O)C.[K+], predict the reaction product. The product is: [CH3:25][C:16]1([CH3:24])[O:15][C:14](=[O:26])[N:13]([CH:10]2[CH2:11][CH2:12][C:7]([B:29]3[O:33][C:32]([CH3:35])([CH3:34])[C:31]([CH3:37])([CH3:36])[O:30]3)=[CH:8][CH2:9]2)[C@H:17]1[C:18]1[CH:19]=[CH:20][CH:21]=[CH:22][CH:23]=1. (5) Given the reactants [C:1]1(=[O:6])[CH2:5][CH2:4][CH2:3][CH2:2]1.[OH-:7].[K+].I(C1C=CC=CC=1[C:13](O)=[O:14])=O.[CH3:20]O, predict the reaction product. The product is: [CH3:20][O:6][C:1]1([O:14][CH3:13])[CH2:5][CH2:4][CH2:3][CH:2]1[OH:7]. (6) The product is: [F:1][C:2]1[CH:31]=[CH:30][C:5]2[C:6]([CH:9]3[CH2:14][CH2:13][N:12]([CH2:15][CH2:16][CH2:17][O:18][C:19]4[CH:24]=[CH:23][C:22]([C@@H:25]([OH:27])[CH3:26])=[CH:21][C:20]=4[O:28][CH3:29])[CH2:11][CH2:10]3)=[N:7][O:8][C:4]=2[CH:3]=1. Given the reactants [F:1][C:2]1[CH:31]=[CH:30][C:5]2[C:6]([CH:9]3[CH2:14][CH2:13][N:12]([CH2:15][CH2:16][CH2:17][O:18][C:19]4[CH:24]=[CH:23][C:22]([C:25](=[O:27])[CH3:26])=[CH:21][C:20]=4[O:28][CH3:29])[CH2:11][CH2:10]3)=[N:7][O:8][C:4]=2[CH:3]=1.CO, predict the reaction product. (7) Given the reactants Br[C:2]1[C:3]([C@@H:8]([NH:19][C:20](=[O:26])[O:21][C:22]([CH3:25])([CH3:24])[CH3:23])[C:9]2[CH:14]=[CH:13][C:12]([C:15]([F:18])([F:17])[F:16])=[CH:11][CH:10]=2)=[N:4][CH:5]=[CH:6][CH:7]=1.O1CCOCC1.[CH2:33]([Sn](CCCC)(CCCC)C#CC)[CH2:34][CH2:35]C, predict the reaction product. The product is: [C:33]([C:2]1[C:3]([C@@H:8]([NH:19][C:20](=[O:26])[O:21][C:22]([CH3:25])([CH3:24])[CH3:23])[C:9]2[CH:14]=[CH:13][C:12]([C:15]([F:17])([F:16])[F:18])=[CH:11][CH:10]=2)=[N:4][CH:5]=[CH:6][CH:7]=1)#[C:34][CH3:35]. (8) Given the reactants C=O.N[C:4](N)=[O:5].[OH-].[Na+].[NH2:9][C:10]([NH2:12])=[O:11].[N:13]1[C:20]([NH2:21])=[N:19][C:17]([NH2:18])=[N:16][C:14]=1[NH2:15].C=O, predict the reaction product. The product is: [CH2:4]=[O:5].[NH2:9][C:10]([NH2:12])=[O:11].[N:13]1[C:20]([NH2:21])=[N:19][C:17]([NH2:18])=[N:16][C:14]=1[NH2:15]. (9) Given the reactants [CH3:1][CH:2]([CH3:26])[CH2:3][NH:4][C@H:5]1[CH2:10][C@@H:9]([C:11]([N:13]2[CH2:18][CH2:17][O:16][CH2:15][CH2:14]2)=[O:12])[CH2:8][N:7]([C:19]([O:21][C:22]([CH3:25])([CH3:24])[CH3:23])=[O:20])[CH2:6]1.C(N(C(C)C)CC)(C)C.Cl[C:37](=[O:43])[C:38]([O:40][CH2:41][CH3:42])=[O:39], predict the reaction product. The product is: [CH2:41]([O:40][C:38](=[O:39])[C:37]([N:4]([CH2:3][CH:2]([CH3:26])[CH3:1])[C@H:5]1[CH2:10][C@@H:9]([C:11]([N:13]2[CH2:18][CH2:17][O:16][CH2:15][CH2:14]2)=[O:12])[CH2:8][N:7]([C:19]([O:21][C:22]([CH3:24])([CH3:23])[CH3:25])=[O:20])[CH2:6]1)=[O:43])[CH3:42]. (10) Given the reactants Cl[C:2]1[CH:7]=[N:6][CH:5]=[CH:4][N:3]=1.[CH3:8][NH:9][NH2:10], predict the reaction product. The product is: [CH3:8][N:9]([C:2]1[CH:7]=[N:6][CH:5]=[CH:4][N:3]=1)[NH2:10].